The task is: Predict the product of the given reaction.. This data is from Forward reaction prediction with 1.9M reactions from USPTO patents (1976-2016). (1) Given the reactants [C:1]([C:4]1[CH:5]=[C:6]([NH:10][C:11](=[O:42])[CH2:12][C:13]2[C:14]([C:35]3[CH:40]=[CH:39][C:38]([CH3:41])=[CH:37][CH:36]=3)=[C:15]([CH2:26][NH:27]C(=O)OC(C)(C)C)[C:16]([CH2:21][C:22]([CH3:25])([CH3:24])[CH3:23])=[N:17][C:18]=2[CH2:19][CH3:20])[CH:7]=[CH:8][CH:9]=1)(=[O:3])[CH3:2].C(OC(=O)C)C.[ClH:49], predict the reaction product. The product is: [ClH:49].[ClH:49].[C:1]([C:4]1[CH:5]=[C:6]([NH:10][C:11](=[O:42])[CH2:12][C:13]2[C:18]([CH2:19][CH3:20])=[N:17][C:16]([CH2:21][C:22]([CH3:24])([CH3:23])[CH3:25])=[C:15]([CH2:26][NH2:27])[C:14]=2[C:35]2[CH:36]=[CH:37][C:38]([CH3:41])=[CH:39][CH:40]=2)[CH:7]=[CH:8][CH:9]=1)(=[O:3])[CH3:2]. (2) Given the reactants [C:1]([C:3]1[CH:8]=[C:7]([C:9]([O:11]C)=[O:10])[CH:6]=[CH:5][C:4]=1[C:13]1[CH:18]=[CH:17][CH:16]=[CH:15][CH:14]=1)#[N:2].C(O)C.[OH-].[Na+].Cl, predict the reaction product. The product is: [C:1]([C:3]1[CH:8]=[C:7]([C:9]([OH:11])=[O:10])[CH:6]=[CH:5][C:4]=1[C:13]1[CH:18]=[CH:17][CH:16]=[CH:15][CH:14]=1)#[N:2]. (3) Given the reactants [CH3:1][O:2][C:3](=[O:12])[C:4]1[C:9](I)=[CH:8][CH:7]=[CH:6][C:5]=1[F:11].C([Mg]Cl)(C)C.C(O[B:22]1[O:26][C:25]([CH3:28])([CH3:27])[C:24]([CH3:30])([CH3:29])[O:23]1)(C)C.[NH4+].[Cl-], predict the reaction product. The product is: [CH3:1][O:2][C:3](=[O:12])[C:4]1[C:9]([B:22]2[O:26][C:25]([CH3:28])([CH3:27])[C:24]([CH3:30])([CH3:29])[O:23]2)=[CH:8][CH:7]=[CH:6][C:5]=1[F:11]. (4) Given the reactants [NH2:1][C:2]1[CH:7]=[CH:6][C:5]([C:8]2[C:16]3[C:11](=[CH:12][N:13]=[CH:14][CH:15]=3)[NH:10][C:9]=2[C:17]([NH2:19])=[O:18])=[CH:4][CH:3]=1.[F:20][C:21]1[CH:26]=[CH:25][CH:24]=[CH:23][C:22]=1[N:27]=[C:28]=[O:29], predict the reaction product. The product is: [F:20][C:21]1[CH:26]=[CH:25][CH:24]=[CH:23][C:22]=1[NH:27][C:28](=[O:29])[NH:1][C:2]1[CH:3]=[CH:4][C:5]([C:8]2[C:16]3[C:11](=[CH:12][N:13]=[CH:14][CH:15]=3)[NH:10][C:9]=2[C:17]([NH2:19])=[O:18])=[CH:6][CH:7]=1. (5) Given the reactants [Cl:1][C:2]1[N:7]=[C:6]([CH2:8][NH:9][CH:10]2[CH2:12][CH2:11]2)[CH:5]=[CH:4][N:3]=1.CCN(C(C)C)C(C)C.[CH3:22][S:23](Cl)(=[O:25])=[O:24].O, predict the reaction product. The product is: [Cl:1][C:2]1[N:7]=[C:6]([CH2:8][N:9]([CH:10]2[CH2:11][CH2:12]2)[S:23]([CH3:22])(=[O:25])=[O:24])[CH:5]=[CH:4][N:3]=1.